From a dataset of NCI-60 drug combinations with 297,098 pairs across 59 cell lines. Regression. Given two drug SMILES strings and cell line genomic features, predict the synergy score measuring deviation from expected non-interaction effect. (1) Drug 1: CC12CCC3C(C1CCC2=O)CC(=C)C4=CC(=O)C=CC34C. Drug 2: C1CC(C1)(C(=O)O)C(=O)O.[NH2-].[NH2-].[Pt+2]. Cell line: HCT116. Synergy scores: CSS=14.0, Synergy_ZIP=-4.23, Synergy_Bliss=-2.86, Synergy_Loewe=-11.8, Synergy_HSA=-1.69. (2) Drug 1: CC1OCC2C(O1)C(C(C(O2)OC3C4COC(=O)C4C(C5=CC6=C(C=C35)OCO6)C7=CC(=C(C(=C7)OC)O)OC)O)O. Drug 2: C(CC(=O)O)C(=O)CN.Cl. Cell line: HL-60(TB). Synergy scores: CSS=38.3, Synergy_ZIP=5.36, Synergy_Bliss=0.452, Synergy_Loewe=-38.1, Synergy_HSA=0.219. (3) Drug 1: CCC1(CC2CC(C3=C(CCN(C2)C1)C4=CC=CC=C4N3)(C5=C(C=C6C(=C5)C78CCN9C7C(C=CC9)(C(C(C8N6C)(C(=O)OC)O)OC(=O)C)CC)OC)C(=O)OC)O. Drug 2: C1CC(CCC1OC2=C(C(=CC=C2)Cl)F)(CC3=NC(=CC=C3)NC4=NC=CS4)C(=O)O. Cell line: HT29. Synergy scores: CSS=53.8, Synergy_ZIP=3.70, Synergy_Bliss=3.95, Synergy_Loewe=-6.82, Synergy_HSA=3.94. (4) Drug 1: CN(CCCl)CCCl.Cl. Drug 2: COCCOC1=C(C=C2C(=C1)C(=NC=N2)NC3=CC=CC(=C3)C#C)OCCOC.Cl. Cell line: MOLT-4. Synergy scores: CSS=38.6, Synergy_ZIP=2.82, Synergy_Bliss=3.78, Synergy_Loewe=-14.7, Synergy_HSA=-0.741. (5) Drug 1: C1=NC2=C(N=C(N=C2N1C3C(C(C(O3)CO)O)O)F)N. Drug 2: CN(C(=O)NC(C=O)C(C(C(CO)O)O)O)N=O. Cell line: K-562. Synergy scores: CSS=15.7, Synergy_ZIP=-6.54, Synergy_Bliss=-6.92, Synergy_Loewe=-0.228, Synergy_HSA=0.230. (6) Cell line: PC-3. Drug 1: CC(C1=C(C=CC(=C1Cl)F)Cl)OC2=C(N=CC(=C2)C3=CN(N=C3)C4CCNCC4)N. Synergy scores: CSS=31.8, Synergy_ZIP=-0.226, Synergy_Bliss=0.455, Synergy_Loewe=-2.29, Synergy_HSA=1.05. Drug 2: C1=NC2=C(N1)C(=S)N=C(N2)N. (7) Drug 1: C1=C(C(=O)NC(=O)N1)F. Drug 2: CCN(CC)CCNC(=O)C1=C(NC(=C1C)C=C2C3=C(C=CC(=C3)F)NC2=O)C. Cell line: SK-MEL-5. Synergy scores: CSS=34.6, Synergy_ZIP=0.237, Synergy_Bliss=-13.5, Synergy_Loewe=-18.5, Synergy_HSA=-18.2. (8) Drug 1: C1C(C(OC1N2C=NC3=C(N=C(N=C32)Cl)N)CO)O. Drug 2: C(CC(=O)O)C(=O)CN.Cl. Cell line: HCT-15. Synergy scores: CSS=31.1, Synergy_ZIP=-6.26, Synergy_Bliss=-4.82, Synergy_Loewe=-19.7, Synergy_HSA=-2.84.